Dataset: Peptide-MHC class I binding affinity with 185,985 pairs from IEDB/IMGT. Task: Regression. Given a peptide amino acid sequence and an MHC pseudo amino acid sequence, predict their binding affinity value. This is MHC class I binding data. (1) The peptide sequence is IAGIILLIL. The MHC is HLA-A68:02 with pseudo-sequence HLA-A68:02. The binding affinity (normalized) is 0.161. (2) The peptide sequence is IRTDSGNIL. The MHC is HLA-B40:01 with pseudo-sequence HLA-B40:01. The binding affinity (normalized) is 0.0847. (3) The peptide sequence is RLARRGSWA. The MHC is HLA-A02:01 with pseudo-sequence HLA-A02:01. The binding affinity (normalized) is 0.198.